From a dataset of Catalyst prediction with 721,799 reactions and 888 catalyst types from USPTO. Predict which catalyst facilitates the given reaction. (1) Reactant: [F:1][C:2]1[CH:7]=[CH:6][C:5]([C:8]2[C:17]3[C:12](=[CH:13][C:14]([S:18][C:19]4[S:20][C:21]([C@:24]([OH:31])([C:27]([F:30])([F:29])[F:28])[CH2:25][CH3:26])=[CH:22][N:23]=4)=[CH:15][CH:16]=3)[O:11][C:10](=[O:32])[CH:9]=2)=[CH:4][CH:3]=1.O.O.O.O.O.O.C(O[O-])(=O)C1C(=CC=CC=1)C([O-])=[O:43].[Mg+2]. Product: [F:1][C:2]1[CH:7]=[CH:6][C:5]([C:8]2[C:17]3[C:12](=[CH:13][C:14]([S:18]([C:19]4[S:20][C:21]([C@:24]([OH:31])([C:27]([F:29])([F:30])[F:28])[CH2:25][CH3:26])=[CH:22][N:23]=4)=[O:43])=[CH:15][CH:16]=3)[O:11][C:10](=[O:32])[CH:9]=2)=[CH:4][CH:3]=1. The catalyst class is: 61. (2) Reactant: [CH:1]([O:4][C:5]1[CH:10]=[CH:9][CH:8]=[CH:7][C:6]=1[OH:11])([CH3:3])[CH3:2].N1C=CC=CC=1.[C:18](Cl)(=[O:20])[CH3:19]. Product: [C:18]([O:11][C:6]1[CH:7]=[CH:8][CH:9]=[CH:10][C:5]=1[O:4][CH:1]([CH3:3])[CH3:2])(=[O:20])[CH3:19]. The catalyst class is: 343.